From a dataset of Full USPTO retrosynthesis dataset with 1.9M reactions from patents (1976-2016). Predict the reactants needed to synthesize the given product. (1) Given the product [CH2:1]([O:8][C:9](=[O:19])[NH:10][C@@H:11]1[CH2:16][CH2:15][CH2:14][CH2:13][C@@H:12]1[CH2:17][N:10]1[CH2:32][CH2:30][CH2:13][CH2:12][CH2:11]1)[C:2]1[CH:7]=[CH:6][CH:5]=[CH:4][CH:3]=1, predict the reactants needed to synthesize it. The reactants are: [CH2:1]([O:8][C:9](=[O:19])[NH:10][C@@H:11]1[CH2:16][CH2:15][CH2:14][CH2:13][C@@H:12]1[CH:17]=O)[C:2]1[CH:7]=[CH:6][CH:5]=[CH:4][CH:3]=1.[BH-](O[C:30]([CH3:32])=O)(OC(C)=O)OC(C)=O.[Na+]. (2) The reactants are: [Cl:1][C:2]1[CH:3]=[C:4]([CH2:9][C:10]([OH:12])=[O:11])[CH:5]=[C:6]([OH:8])[CH:7]=1.F[C:14]1[CH:19]=[CH:18][C:17]([S:20]([CH3:23])(=[O:22])=[O:21])=[CH:16][C:15]=1[C:24]([F:27])([F:26])[F:25]. Given the product [Cl:1][C:2]1[CH:3]=[C:4]([CH2:9][C:10]([OH:12])=[O:11])[CH:5]=[C:6]([O:8][C:14]2[CH:19]=[CH:18][C:17]([S:20]([CH3:23])(=[O:21])=[O:22])=[CH:16][C:15]=2[C:24]([F:25])([F:27])[F:26])[CH:7]=1, predict the reactants needed to synthesize it. (3) Given the product [C:1]([O:5][C:6]([N:8]1[CH2:9][CH2:10][N:11]([C:14]([C:16]2[N:17]([CH3:33])[C:18]3[C:23]([CH:24]=2)=[CH:22][C:21]([O:25][C:26]2[CH:31]=[CH:30][C:29]([NH:32][S:42]([C:37]4[CH:38]=[CH:39][C:40]([Cl:41])=[C:35]([Cl:34])[CH:36]=4)(=[O:44])=[O:43])=[CH:28][N:27]=2)=[CH:20][CH:19]=3)=[O:15])[CH2:12][CH2:13]1)=[O:7])([CH3:4])([CH3:3])[CH3:2], predict the reactants needed to synthesize it. The reactants are: [C:1]([O:5][C:6]([N:8]1[CH2:13][CH2:12][N:11]([C:14]([C:16]2[N:17]([CH3:33])[C:18]3[C:23]([CH:24]=2)=[CH:22][C:21]([O:25][C:26]2[CH:31]=[CH:30][C:29]([NH2:32])=[CH:28][N:27]=2)=[CH:20][CH:19]=3)=[O:15])[CH2:10][CH2:9]1)=[O:7])([CH3:4])([CH3:3])[CH3:2].[Cl:34][C:35]1[CH:36]=[C:37]([S:42](Cl)(=[O:44])=[O:43])[CH:38]=[CH:39][C:40]=1[Cl:41].N1C=CC=CC=1.O.